Dataset: Full USPTO retrosynthesis dataset with 1.9M reactions from patents (1976-2016). Task: Predict the reactants needed to synthesize the given product. The reactants are: [CH2:1]([O:3][C:4]([N:6]1[C:15]2[C:10](=[CH:11][C:12]([C:16]3[O:17][CH2:18][C:19]([CH3:22])([CH3:21])[N:20]=3)=[CH:13][CH:14]=2)[CH:9]=[CH:8][CH:7]1[P:23]([O:27][CH3:28])([O:25][CH3:26])=[O:24])=[O:5])[CH3:2].CCCCCC.C([Li])CCC.C(=O)=O.CC(C)=O.I[CH2:48][C:49]1[CH:54]=[CH:53][C:52]([C:55]2[CH:60]=[CH:59][CH:58]=[CH:57][CH:56]=2)=[CH:51][CH:50]=1. Given the product [CH2:1]([O:3][C:4]([N:6]1[C:15]2[C:10](=[CH:11][C:12]([C:16]3[O:17][CH2:18][C:19]([CH3:21])([CH3:22])[N:20]=3)=[CH:13][CH:14]=2)[C:9]([CH2:48][C:49]2[CH:54]=[CH:53][C:52]([C:55]3[CH:56]=[CH:57][CH:58]=[CH:59][CH:60]=3)=[CH:51][CH:50]=2)=[CH:8][CH:7]1[P:23]([O:25][CH3:26])([O:27][CH3:28])=[O:24])=[O:5])[CH3:2], predict the reactants needed to synthesize it.